Predict the reactants needed to synthesize the given product. From a dataset of Full USPTO retrosynthesis dataset with 1.9M reactions from patents (1976-2016). Given the product [O:23]=[C:7]1[CH:6]=[C:5]2[C:10]([CH:11]=[C:2]([C:32]#[C:31][CH2:30][C:24]3[CH:29]=[CH:28][CH:27]=[CH:26][CH:25]=3)[N:3]=[CH:4]2)=[CH:9][N:8]1[CH2:12][C:13]1[CH:18]=[CH:17][C:16]([S:19]([NH2:22])(=[O:21])=[O:20])=[CH:15][CH:14]=1, predict the reactants needed to synthesize it. The reactants are: Br[C:2]1[N:3]=[CH:4][C:5]2[C:10]([CH:11]=1)=[CH:9][N:8]([CH2:12][C:13]1[CH:18]=[CH:17][C:16]([S:19]([NH2:22])(=[O:21])=[O:20])=[CH:15][CH:14]=1)[C:7](=[O:23])[CH:6]=2.[C:24]1([CH2:30][C:31]#[CH:32])[CH:29]=[CH:28][CH:27]=[CH:26][CH:25]=1.C(N(CC)CC)C.